Dataset: Catalyst prediction with 721,799 reactions and 888 catalyst types from USPTO. Task: Predict which catalyst facilitates the given reaction. (1) Reactant: FC(F)(F)S(O[C:7]1[CH:12]=[C:11]([Cl:13])[C:10]([CH2:14][CH:15]2[CH2:19][CH2:18][N:17]([CH:20]3[CH2:25][CH2:24][CH2:23][CH2:22][CH2:21]3)[C:16]2=[O:26])=[C:9]([Cl:27])[CH:8]=1)(=O)=O.[S:30]1[CH:34]=[CH:33][C:32](B(O)O)=[CH:31]1.C(=O)([O-])[O-].[Na+].[Na+]. Product: [CH:20]1([N:17]2[CH2:18][CH2:19][CH:15]([CH2:14][C:10]3[C:9]([Cl:27])=[CH:8][C:7]([C:32]4[CH:33]=[CH:34][S:30][CH:31]=4)=[CH:12][C:11]=3[Cl:13])[C:16]2=[O:26])[CH2:21][CH2:22][CH2:23][CH2:24][CH2:25]1. The catalyst class is: 216. (2) Reactant: C[O:2][C:3](=[O:22])[C:4]1[CH:9]=[CH:8][C:7]([O:10][CH3:11])=[C:6]([S:12](=[O:21])(=[O:20])[NH:13][C:14]2[CH:15]=[N:16][CH:17]=[CH:18][CH:19]=2)[CH:5]=1.[Li+].[OH-]. Product: [CH3:11][O:10][C:7]1[CH:8]=[CH:9][C:4]([C:3]([OH:22])=[O:2])=[CH:5][C:6]=1[S:12](=[O:21])(=[O:20])[NH:13][C:14]1[CH:15]=[N:16][CH:17]=[CH:18][CH:19]=1. The catalyst class is: 20.